Dataset: Catalyst prediction with 721,799 reactions and 888 catalyst types from USPTO. Task: Predict which catalyst facilitates the given reaction. (1) Reactant: [CH3:1][O:2][C:3]1[CH:4]=[C:5]2[C:10](=[CH:11][C:12]=1[O:13][CH3:14])[N:9]=[CH:8][N:7]=[C:6]2[NH:15][C:16]1[C:17]([CH:19]=[C:20]([CH3:24])[C:21](=[O:23])[CH:22]=1)=[O:18].O.C(=O)(O)[O-:27].[Na+].OO. Product: [CH3:1][O:2][C:3]1[CH:4]=[C:5]2[C:10](=[CH:11][C:12]=1[O:13][CH3:14])[N:9]=[CH:8][N:7]=[C:6]2[NH:15][C:16]1[C:17](=[O:18])[CH:19]2[C:20]([CH3:24])([O:27]2)[C:21](=[O:23])[CH:22]=1. The catalyst class is: 10. (2) The catalyst class is: 14. Reactant: [CH2:1]([O:3][C:4]1[CH:5]=[C:6]([CH:9]=[C:10]([O:14][CH3:15])[C:11]=1[O:12][CH3:13])[CH:7]=O)[CH3:2].[ClH:16].CO.C(O[CH:22](OCC)[CH2:23][NH:24][CH2:25][C:26]1[CH:31]=[CH:30][CH:29]=[C:28]([O:32][CH2:33][CH3:34])[C:27]=1[OH:35])C. Product: [ClH:16].[CH2:1]([O:3][C:4]1[CH:5]=[C:6]([CH:9]=[C:10]([O:14][CH3:15])[C:11]=1[O:12][CH3:13])[CH2:7][C:22]1[C:31]2[C:26](=[C:27]([OH:35])[C:28]([O:32][CH2:33][CH3:34])=[CH:29][CH:30]=2)[CH:25]=[N:24][CH:23]=1)[CH3:2]. (3) Product: [CH2:1]([C:3]1[N:7]([C:8]2[N:16]=[C:15]3[C:11]([N:12]=[C:13]([CH2:18][N:37]4[CH2:36][CH2:35][N:34]([CH:32]5[CH2:33][O:30][CH2:31]5)[CH2:41][C:38]54[CH2:39][CH2:40]5)[N:14]3[CH3:17])=[C:10]([N:20]3[CH2:25][CH2:24][O:23][CH2:22][CH2:21]3)[N:9]=2)[C:6]2[CH:26]=[CH:27][CH:28]=[CH:29][C:5]=2[N:4]=1)[CH3:2]. Reactant: [CH2:1]([C:3]1[N:7]([C:8]2[N:16]=[C:15]3[C:11]([N:12]=[C:13]([CH:18]=O)[N:14]3[CH3:17])=[C:10]([N:20]3[CH2:25][CH2:24][O:23][CH2:22][CH2:21]3)[N:9]=2)[C:6]2[CH:26]=[CH:27][CH:28]=[CH:29][C:5]=2[N:4]=1)[CH3:2].[O:30]1[CH2:33][CH:32]([N:34]2[CH2:41][C:38]3([CH2:40][CH2:39]3)[NH:37][CH2:36][CH2:35]2)[CH2:31]1.C(O[BH-](OC(=O)C)OC(=O)C)(=O)C.[Na+]. The catalyst class is: 26.